Dataset: NCI-60 drug combinations with 297,098 pairs across 59 cell lines. Task: Regression. Given two drug SMILES strings and cell line genomic features, predict the synergy score measuring deviation from expected non-interaction effect. (1) Drug 1: C1=NC2=C(N=C(N=C2N1C3C(C(C(O3)CO)O)O)F)N. Drug 2: C1CNP(=O)(OC1)N(CCCl)CCCl. Cell line: NCI-H226. Synergy scores: CSS=-8.48, Synergy_ZIP=2.63, Synergy_Bliss=-5.24, Synergy_Loewe=-11.2, Synergy_HSA=-11.9. (2) Synergy scores: CSS=-2.91, Synergy_ZIP=1.07, Synergy_Bliss=-2.13, Synergy_Loewe=-1.68, Synergy_HSA=-4.30. Drug 1: CC1C(C(=O)NC(C(=O)N2CCCC2C(=O)N(CC(=O)N(C(C(=O)O1)C(C)C)C)C)C(C)C)NC(=O)C3=C4C(=C(C=C3)C)OC5=C(C(=O)C(=C(C5=N4)C(=O)NC6C(OC(=O)C(N(C(=O)CN(C(=O)C7CCCN7C(=O)C(NC6=O)C(C)C)C)C)C(C)C)C)N)C. Drug 2: C(CCl)NC(=O)N(CCCl)N=O. Cell line: UO-31. (3) Drug 1: CN1C2=C(C=C(C=C2)N(CCCl)CCCl)N=C1CCCC(=O)O.Cl. Drug 2: COC1=C2C(=CC3=C1OC=C3)C=CC(=O)O2. Cell line: NCI-H322M. Synergy scores: CSS=-2.01, Synergy_ZIP=1.17, Synergy_Bliss=0.139, Synergy_Loewe=-1.73, Synergy_HSA=-2.37.